This data is from Full USPTO retrosynthesis dataset with 1.9M reactions from patents (1976-2016). The task is: Predict the reactants needed to synthesize the given product. (1) Given the product [Br:1][C:2]1[CH:3]=[C:4]([C:17]([O:19][CH3:20])=[O:18])[C:5]2[C:6]([CH3:15])=[CH:7][N:8]([CH:11]([CH2:13][CH3:14])[CH3:12])[C:9]=2[CH:10]=1, predict the reactants needed to synthesize it. The reactants are: [Br:1][C:2]1[CH:3]=[C:4]([C:17]([O:19][CH3:20])=[O:18])[C:5]2[C:6]([CH:15]=O)=[CH:7][N:8]([CH:11]([CH2:13][CH3:14])[CH3:12])[C:9]=2[CH:10]=1.CC1C=CC(S(O)(=O)=O)=CC=1.S1(CCCC1)(=O)=O.C([BH3-])#N.[Na+]. (2) The reactants are: [Cl:1][C:2]1[CH:7]=[CH:6][C:5]([C:8]2[S:26][CH:11]3[C:12](=[O:25])[N:13]([C:16]4[CH:21]=[CH:20][C:19]([OH:22])=[C:18]([O:23][CH3:24])[CH:17]=4)[CH:14]=[CH:15][CH:10]3[CH:9]=2)=[CH:4][CH:3]=1.C([O-])([O-])=O.[K+].[K+].Cl.Cl[CH2:35][C:36]1[N:40]([CH3:41])[CH:39]=[N:38][CH:37]=1.Cl. Given the product [ClH:1].[Cl:1][C:2]1[CH:7]=[CH:6][C:5]([C:8]2[S:26][C:11]3[C:12](=[O:25])[N:13]([C:16]4[CH:21]=[CH:20][C:19]([O:22][CH2:35][C:36]5[N:40]([CH3:41])[CH:39]=[N:38][CH:37]=5)=[C:18]([O:23][CH3:24])[CH:17]=4)[CH:14]=[CH:15][C:10]=3[CH:9]=2)=[CH:4][CH:3]=1, predict the reactants needed to synthesize it.